This data is from Peptide-MHC class II binding affinity with 134,281 pairs from IEDB. The task is: Regression. Given a peptide amino acid sequence and an MHC pseudo amino acid sequence, predict their binding affinity value. This is MHC class II binding data. (1) The peptide sequence is SMPFGKTPVLEIDGK. The MHC is DRB1_1101 with pseudo-sequence DRB1_1101. The binding affinity (normalized) is 0.0430. (2) The peptide sequence is SQDLELSWNLNGLQAE. The MHC is DRB1_0802 with pseudo-sequence DRB1_0802. The binding affinity (normalized) is 0.359. (3) The peptide sequence is EELQIVDKIDAAFKI. The binding affinity (normalized) is 0.521. The MHC is DRB1_0401 with pseudo-sequence DRB1_0401. (4) The binding affinity (normalized) is 0.185. The MHC is DRB3_0101 with pseudo-sequence DRB3_0101. The peptide sequence is YQQGVTVDSIGM. (5) The peptide sequence is FKKWCGMLSTKSIDL. The MHC is DRB5_0101 with pseudo-sequence DRB5_0101. The binding affinity (normalized) is 0.384. (6) The peptide sequence is PANDKFTVFEAAFNDAIKE. The MHC is DRB1_0802 with pseudo-sequence DRB1_0802. The binding affinity (normalized) is 0.376. (7) The peptide sequence is AAVVRFQEAANKQKQ. The MHC is DRB1_0405 with pseudo-sequence DRB1_0405. The binding affinity (normalized) is 0.301. (8) The peptide sequence is GELELQFRRVKCKYP. The MHC is DRB1_0401 with pseudo-sequence DRB1_0401. The binding affinity (normalized) is 0.120. (9) The peptide sequence is SNGTGNIVSSVNMVSRL. The MHC is DRB1_0701 with pseudo-sequence DRB1_0701. The binding affinity (normalized) is 0.720.